This data is from Tyrosyl-DNA phosphodiesterase HTS with 341,365 compounds. The task is: Binary Classification. Given a drug SMILES string, predict its activity (active/inactive) in a high-throughput screening assay against a specified biological target. (1) The compound is Clc1cc(c(C(=O)C2CCCN(C2)C(=O)c2sc(nc2C)C)cc1)C. The result is 0 (inactive). (2) The molecule is Clc1c(C(=O)N2CCC(CC2)C(=O)NC2CCCC2)cccc1. The result is 0 (inactive). (3) The result is 0 (inactive). The molecule is s1c(CC(=O)NNC(=S)NC(=O)c2cc(F)c(F)cc2)ccc1. (4) The molecule is S1CCn2c1nnc2NC(=O)c1ccccc1. The result is 0 (inactive). (5) The compound is O=C(N1CCN(CC1)Cc1ccncc1)C(c1ccccc1)c1ccccc1. The result is 0 (inactive). (6) The drug is FC(F)(F)c1cc(N2CCN(CC2)c2nccc(OC)c2C#N)ccc1. The result is 0 (inactive).